This data is from Forward reaction prediction with 1.9M reactions from USPTO patents (1976-2016). The task is: Predict the product of the given reaction. (1) The product is: [CH2:1]([N:3]([CH2:14][C:15]1[N:16]=[C:17]2[CH:22]=[CH:21][CH:20]=[C:19]([N:23]3[CH2:28][CH2:27][N:26]([CH3:29])[CH2:25][CH2:24]3)[N:18]2[C:30]=1[C:31]([NH2:32])=[O:34])[C@@H:4]1[C:13]2[N:12]=[CH:11][CH:10]=[CH:9][C:8]=2[CH2:7][CH2:6][CH2:5]1)[CH3:2]. Given the reactants [CH2:1]([N:3]([CH2:14][C:15]1[N:16]=[C:17]2[CH:22]=[CH:21][CH:20]=[C:19]([N:23]3[CH2:28][CH2:27][N:26]([CH3:29])[CH2:25][CH2:24]3)[N:18]2[C:30]=1[C:31]#[N:32])[C@@H:4]1[C:13]2[N:12]=[CH:11][CH:10]=[CH:9][C:8]=2[CH2:7][CH2:6][CH2:5]1)[CH3:2].S(=O)(=O)(O)[OH:34], predict the reaction product. (2) Given the reactants [Na].[CH2:2]([N:9]1[C:17](Br)=[N:16][C:15]2[C:10]1=[N:11][C:12]([O:20][CH2:21][C:22]([O:24][CH3:25])=[O:23])=[N:13][C:14]=2[NH2:19])[C:3]1[CH:8]=[CH:7][CH:6]=[CH:5][CH:4]=1.Cl.C[OH:28], predict the reaction product. The product is: [CH2:2]([N:9]1[C:17]([OH:28])=[N:16][C:15]2[C:10]1=[N:11][C:12]([O:20][CH2:21][C:22]([O:24][CH3:25])=[O:23])=[N:13][C:14]=2[NH2:19])[C:3]1[CH:8]=[CH:7][CH:6]=[CH:5][CH:4]=1. (3) Given the reactants [C:1]([C:5]1[O:9][N:8]=[C:7]([NH2:10])[CH:6]=1)([CH3:4])([CH3:3])[CH3:2].C[Al](C)C.[Cl:15][C:16]1[CH:21]=[CH:20][C:19]([S:22]([C:25]2([CH3:31])[CH2:29][CH2:28][O:27][C:26]2=[O:30])(=[O:24])=[O:23])=[CH:18][CH:17]=1, predict the reaction product. The product is: [C:1]([C:5]1[O:9][N:8]=[C:7]([NH:10][C:26](=[O:30])[C:25]([S:22]([C:19]2[CH:18]=[CH:17][C:16]([Cl:15])=[CH:21][CH:20]=2)(=[O:24])=[O:23])([CH3:31])[CH2:29][CH2:28][OH:27])[CH:6]=1)([CH3:4])([CH3:3])[CH3:2]. (4) The product is: [F:1][C:2]1([F:10])[CH2:7][CH2:6][CH:5]([CH:8]=[N:11][OH:12])[CH2:4][CH2:3]1. Given the reactants [F:1][C:2]1([F:10])[CH2:7][CH2:6][CH:5]([CH:8]=O)[CH2:4][CH2:3]1.[NH2:11][OH:12].Cl.C([O-])([O-])=O.[Na+].[Na+], predict the reaction product.